This data is from Full USPTO retrosynthesis dataset with 1.9M reactions from patents (1976-2016). The task is: Predict the reactants needed to synthesize the given product. (1) Given the product [ClH:40].[CH3:1][O:2][C:3]([C:5]1[S:15][C:8]2=[N:9][C:10]([CH2:13][NH:27][C:32](=[O:39])[C:33]3[CH:38]=[CH:37][CH:36]=[CH:35][CH:34]=3)=[CH:11][CH:12]=[C:7]2[C:6]=1[O:16][CH2:17][C:18]([O:20][C:21]([CH3:24])([CH3:23])[CH3:22])=[O:19])=[O:4], predict the reactants needed to synthesize it. The reactants are: [CH3:1][O:2][C:3]([C:5]1[S:15][C:8]2=[N:9][C:10]([CH2:13]Br)=[CH:11][CH:12]=[C:7]2[C:6]=1[O:16][CH2:17][C:18]([O:20][C:21]([CH3:24])([CH3:23])[CH3:22])=[O:19])=[O:4].C([N:27](CC)CC)C.[C:32]([Cl:40])(=[O:39])[C:33]1[CH:38]=[CH:37][CH:36]=[CH:35][CH:34]=1. (2) The reactants are: [CH3:1][O:2][C:3]1[C:39]([O:40][CH3:41])=[CH:38][CH:37]=[CH:36][C:4]=1[CH2:5][N:6]([CH2:29][CH2:30][CH2:31][CH2:32][CH2:33][CH2:34][CH3:35])[C:7](=[O:28])[CH2:8][CH2:9][C:10]1[CH:27]=[CH:26][C:13]([O:14][CH2:15][C:16]2[CH:25]=[CH:24][CH:23]=[CH:22][C:17]=2[C:18]([O:20]C)=[O:19])=[CH:12][CH:11]=1.[Li+].[OH-].CCOC(C)=O. Given the product [CH3:1][O:2][C:3]1[C:39]([O:40][CH3:41])=[CH:38][CH:37]=[CH:36][C:4]=1[CH2:5][N:6]([CH2:29][CH2:30][CH2:31][CH2:32][CH2:33][CH2:34][CH3:35])[C:7](=[O:28])[CH2:8][CH2:9][C:10]1[CH:27]=[CH:26][C:13]([O:14][CH2:15][C:16]2[CH:25]=[CH:24][CH:23]=[CH:22][C:17]=2[C:18]([OH:20])=[O:19])=[CH:12][CH:11]=1, predict the reactants needed to synthesize it.